This data is from Reaction yield outcomes from USPTO patents with 853,638 reactions. The task is: Predict the reaction yield, written as a fraction of the theoretical maximum amount of product (1.0 means a 100% yield; for example, 0.34 means a 34% yield). (1) The reactants are [CH2:1]1[C@@H:5]2[CH2:6][NH:7][CH2:8][C@@H:4]2[CH2:3][N:2]1[C:9]([O:11][C:12]([CH3:15])([CH3:14])[CH3:13])=[O:10].CC([O-])(C)C.[Na+].Br[C:23]1[CH:28]=[CH:27][CH:26]=[CH:25][C:24]=1[C:29]([F:32])([F:31])[F:30]. The catalyst is C1(C)C=CC=CC=1.O.CC([O-])=O.CC([O-])=O.[Pd+2].C1C=CC(P(C2C(C3C(P(C4C=CC=CC=4)C4C=CC=CC=4)=CC=C4C=3C=CC=C4)=C3C(C=CC=C3)=CC=2)C2C=CC=CC=2)=CC=1. The product is [F:30][C:29]([F:32])([F:31])[C:24]1[CH:25]=[CH:26][CH:27]=[CH:28][C:23]=1[N:7]1[CH2:6][C@@H:5]2[CH2:1][N:2]([C:9]([O:11][C:12]([CH3:15])([CH3:14])[CH3:13])=[O:10])[CH2:3][C@@H:4]2[CH2:8]1. The yield is 0.740. (2) The reactants are [CH2:1]([O:3][CH2:4][CH2:5][O:6][C:7]1[CH:12]=[CH:11][C:10]([CH2:13][CH2:14][Ge:15]([CH3:32])([CH3:31])[C:16]2[S:20][C:19]([Si](C)(C)C)=[C:18]([CH2:25][CH2:26][CH2:27][CH2:28][CH2:29][CH3:30])[CH:17]=2)=[CH:9][CH:8]=1)[CH3:2].[F-]. The catalyst is CN(C=O)C. The product is [CH2:1]([O:3][CH2:4][CH2:5][O:6][C:7]1[CH:8]=[CH:9][C:10]([CH2:13][CH2:14][Ge:15]([C:16]2[S:20][CH:19]=[C:18]([CH2:25][CH2:26][CH2:27][CH2:28][CH2:29][CH3:30])[CH:17]=2)([CH3:31])[CH3:32])=[CH:11][CH:12]=1)[CH3:2]. The yield is 0.970. (3) The reactants are C(P1(=O)OP(CCC)(=O)OP(CCC)(=O)O1)CC.[C:19]([O:23][C:24]([N:26]1[CH2:35][CH2:34][C:33]2[C:28](=[CH:29][CH:30]=[C:31]([CH2:36][O:37][CH3:38])[CH:32]=2)[CH:27]1[C:39](O)=[O:40])=[O:25])([CH3:22])([CH3:21])[CH3:20].[F:42][C:43]1[CH:44]=[C:45]([NH2:54])[CH:46]=[C:47]2[C:51]=1[C:50]([CH3:53])([CH3:52])[CH2:49][CH2:48]2.CCN(C(C)C)C(C)C. The catalyst is CN(C1C=CN=CC=1)C.C(OCC)(=O)C. The product is [F:42][C:43]1[CH:44]=[C:45]([NH:54][C:39]([CH:27]2[C:28]3[C:33](=[CH:32][C:31]([CH2:36][O:37][CH3:38])=[CH:30][CH:29]=3)[CH2:34][CH2:35][N:26]2[C:24]([O:23][C:19]([CH3:20])([CH3:22])[CH3:21])=[O:25])=[O:40])[CH:46]=[C:47]2[C:51]=1[C:50]([CH3:52])([CH3:53])[CH2:49][CH2:48]2. The yield is 0.710. (4) The reactants are Cl[C:2]1[N:11]=[C:10]([N:12]2[CH2:17][CH2:16][O:15][CH2:14][CH2:13]2)[C:9]2[C:4](=[CH:5][C:6]([O:20][CH3:21])=[C:7]([O:18][CH3:19])[CH:8]=2)[N:3]=1.[C:22]([O:26][C:27]([N:29]1[CH2:34][CH2:33][CH:32]([NH2:35])[CH2:31][CH2:30]1)=[O:28])([CH3:25])([CH3:24])[CH3:23].C1(P(C2C=CC=CC=2)C2C=CC3C(=CC=CC=3)C=2C2C3C(=CC=CC=3)C=CC=2P(C2C=CC=CC=2)C2C=CC=CC=2)C=CC=CC=1.O(C(C)(C)C)[K]. The catalyst is C1(C)C=CC=CC=1.C1C=CC(/C=C/C(/C=C/C2C=CC=CC=2)=O)=CC=1.C1C=CC(/C=C/C(/C=C/C2C=CC=CC=2)=O)=CC=1.C1C=CC(/C=C/C(/C=C/C2C=CC=CC=2)=O)=CC=1.[Pd].[Pd]. The product is [C:22]([O:26][C:27]([N:29]1[CH2:34][CH2:33][CH:32]([NH:35][C:2]2[N:11]=[C:10]([N:12]3[CH2:17][CH2:16][O:15][CH2:14][CH2:13]3)[C:9]3[C:4](=[CH:5][C:6]([O:20][CH3:21])=[C:7]([O:18][CH3:19])[CH:8]=3)[N:3]=2)[CH2:31][CH2:30]1)=[O:28])([CH3:25])([CH3:23])[CH3:24]. The yield is 0.520. (5) The reactants are [Br:1][C:2]1[CH:9]=[C:6]([CH:7]=O)[C:5]([OH:10])=[CH:4][CH:3]=1.[C:11]([CH2:13][C:14]([O:16][CH2:17][CH3:18])=[O:15])#[N:12]. The catalyst is C(O)C. The product is [CH3:18][CH2:17][O:16][C:14]([C:13]1[CH:7]([CH:13]([C:14]([O:16][CH2:17][CH3:18])=[O:15])[C:11]#[N:12])[C:6]2[CH:9]=[C:2]([Br:1])[CH:3]=[CH:4][C:5]=2[O:10][C:11]=1[NH2:12])=[O:15]. The yield is 0.860. (6) The catalyst is C1(C)C=CC=CC=1.CCOC(C)=O.CC([O-])=O.CC([O-])=O.[Pd+2]. The product is [F:14][C:15]1[CH:21]=[C:20]([S:22][CH3:23])[CH:19]=[CH:18][C:16]=1[NH:17][C:2]1[C:3]([C:10]([O:12][CH3:13])=[O:11])=[N:4][N:5]([CH3:9])[C:6](=[O:8])[CH:7]=1. The reactants are Cl[C:2]1[C:3]([C:10]([O:12][CH3:13])=[O:11])=[N:4][N:5]([CH3:9])[C:6](=[O:8])[CH:7]=1.[F:14][C:15]1[CH:21]=[C:20]([S:22][CH3:23])[CH:19]=[CH:18][C:16]=1[NH2:17].C1C=CC(P(C2C(C3C(P(C4C=CC=CC=4)C4C=CC=CC=4)=CC=C4C=3C=CC=C4)=C3C(C=CC=C3)=CC=2)C2C=CC=CC=2)=CC=1.C([O-])([O-])=O.[Cs+].[Cs+].N#N. The yield is 0.420. (7) The reactants are [OH:1][C:2]1[CH:14]=[CH:13][C:5]2[CH:6]=[C:7]([C:9]([O:11][CH3:12])=[O:10])[O:8][C:4]=2[CH:3]=1.Cl[CH2:16][CH2:17][N:18]1[CH2:23][CH2:22][O:21][CH2:20][CH2:19]1.C(=O)([O-])[O-].[K+].[K+]. The catalyst is CN(C=O)C.CC(C)=O. The product is [O:21]1[CH2:22][CH2:23][N:18]([CH2:17][CH2:16][O:1][C:2]2[CH:14]=[CH:13][C:5]3[CH:6]=[C:7]([C:9]([O:11][CH3:12])=[O:10])[O:8][C:4]=3[CH:3]=2)[CH2:19][CH2:20]1. The yield is 0.730.